This data is from Reaction yield outcomes from USPTO patents with 853,638 reactions. The task is: Predict the reaction yield, written as a fraction of the theoretical maximum amount of product (1.0 means a 100% yield; for example, 0.34 means a 34% yield). (1) The reactants are Cl.[Br:2][C:3]1[CH:11]=[CH:10][C:6]([C:7](=[NH:9])[NH2:8])=[CH:5][CH:4]=1.C([O-])([O-])=O.[K+].[K+].O.Cl[CH2:20][C:21]([C@@H:23]1[CH2:28][C@@H:27]2[C@@H:25]([CH2:26]2)[N:24]1[C:29]([O:31][C:32]([CH3:35])([CH3:34])[CH3:33])=[O:30])=O. The catalyst is C1COCC1.CCOC(C)=O. The product is [Br:2][C:3]1[CH:11]=[CH:10][C:6]([C:7]2[NH:8][C:21]([C@@H:23]3[CH2:28][C@@H:27]4[C@@H:25]([CH2:26]4)[N:24]3[C:29]([O:31][C:32]([CH3:35])([CH3:34])[CH3:33])=[O:30])=[CH:20][N:9]=2)=[CH:5][CH:4]=1. The yield is 0.143. (2) The reactants are [Si:1]([O:8][CH2:9][C:10]1[N:11]([CH3:33])[C:12]2[C:17]([CH:18]=1)=[CH:16][C:15]1[C:19](=[O:32])[CH:20]=[CH:21][CH2:22][CH2:23][N:24]([C:25]([O:27][C:28]([CH3:31])([CH3:30])[CH3:29])=[O:26])[C:14]=1[CH:13]=2)([C:4]([CH3:7])([CH3:6])[CH3:5])([CH3:3])[CH3:2]. The catalyst is [Pd].CCOC(C)=O. The product is [Si:1]([O:8][CH2:9][C:10]1[N:11]([CH3:33])[C:12]2[C:17]([CH:18]=1)=[CH:16][C:15]1[C:19](=[O:32])[CH2:20][CH2:21][CH2:22][CH2:23][N:24]([C:25]([O:27][C:28]([CH3:31])([CH3:30])[CH3:29])=[O:26])[C:14]=1[CH:13]=2)([C:4]([CH3:7])([CH3:5])[CH3:6])([CH3:3])[CH3:2]. The yield is 0.680. (3) The reactants are Cl.[NH:2]1[CH2:7][CH2:6][CH:5]([N:8]2[C:17](=[O:18])[CH2:16][C:15]3[C:10](=[CH:11][CH:12]=[CH:13][CH:14]=3)[CH2:9]2)[CH2:4][CH2:3]1.[Cl:19][C:20]1[C:28]2[NH:27][N:26]=[CH:25][C:24]=2[C:23]2[CH2:29][N:30]([CH2:55][C:56]([CH3:59])([CH3:58])[CH3:57])[C:31](=[O:54])[C@H:32]([CH2:34][C:35](=[O:53])N3CCC(N4CC5C(=CC=CC=5)NC4=O)CC3)[CH2:33][C:22]=2[CH:21]=1. No catalyst specified. The product is [Cl:19][C:20]1[C:28]2[NH:27][N:26]=[CH:25][C:24]=2[C:23]2[CH2:29][N:30]([CH2:55][C:56]([CH3:59])([CH3:58])[CH3:57])[C:31](=[O:54])[C@H:32]([CH2:34][C:35](=[O:53])[N:2]3[CH2:7][CH2:6][CH:5]([N:8]4[C:17](=[O:18])[CH2:16][C:15]5[C:10](=[CH:11][CH:12]=[CH:13][CH:14]=5)[CH2:9]4)[CH2:4][CH2:3]3)[CH2:33][C:22]=2[CH:21]=1. The yield is 0.350. (4) The reactants are [NH2:1][C:2]1[CH:7]=[CH:6][C:5]([S:8]([N:11]2[CH2:15][CH2:14][S:13][CH:12]2[C:16]([O:18][C@H:19]([C:30]2[CH:35]=[CH:34][C:33]([O:36][CH:37]([F:39])[F:38])=[C:32]([O:40][CH2:41][CH:42]3[CH2:44][CH2:43]3)[CH:31]=2)[CH2:20][C:21]2[C:26]([Cl:27])=[CH:25][N+:24]([O-:28])=[CH:23][C:22]=2[Cl:29])=[O:17])(=[O:10])=[O:9])=[CH:4][CH:3]=1.N1C=CC=CC=1.[CH3:51][S:52](Cl)(=[O:54])=[O:53]. The catalyst is C(Cl)Cl. The product is [Cl:27][C:26]1[CH:25]=[N+:24]([O-:28])[CH:23]=[C:22]([Cl:29])[C:21]=1[CH2:20][C@@H:19]([C:30]1[CH:35]=[CH:34][C:33]([O:36][CH:37]([F:38])[F:39])=[C:32]([O:40][CH2:41][CH:42]2[CH2:44][CH2:43]2)[CH:31]=1)[O:18][C:16]([CH:12]1[N:11]([S:8]([C:5]2[CH:4]=[CH:3][C:2]([NH:1][S:52]([CH3:51])(=[O:54])=[O:53])=[CH:7][CH:6]=2)(=[O:10])=[O:9])[CH2:15][CH2:14][S:13]1)=[O:17]. The yield is 0.560. (5) The catalyst is COCCOC.C(OCC)(=O)C. The reactants are [C:1]([N:4]1[C:13]2[C:8](=[CH:9][C:10]([C:14]([O:16][CH2:17][CH3:18])=[O:15])=[CH:11][CH:12]=2)[C@H:7]([NH2:19])[C@@H:6]([CH3:20])[C@@H:5]1[CH:21]1[CH2:23][CH2:22]1)(=[O:3])[CH3:2].Br[C:25]1[S:29][C:28]([C:30]#[N:31])=[CH:27][CH:26]=1.C(=O)([O-])[O-].[Cs+].[Cs+]. The yield is 0.0900. The product is [C:1]([N:4]1[C:13]2[C:8](=[CH:9][C:10]([C:14]([O:16][CH2:17][CH3:18])=[O:15])=[CH:11][CH:12]=2)[C@H:7]([NH:19][C:25]2[S:29][C:28]([C:30]#[N:31])=[CH:27][CH:26]=2)[C@@H:6]([CH3:20])[C@@H:5]1[CH:21]1[CH2:22][CH2:23]1)(=[O:3])[CH3:2]. (6) The reactants are C(=O)([O-])[O-].[Cs+].[Cs+].[OH:7][C:8]1[CH:9]=[C:10]2[C:14](=[CH:15][CH:16]=1)[NH:13][CH:12]=[CH:11]2.Br[C:18]([CH3:25])([CH3:24])[C:19]([O:21][CH2:22][CH3:23])=[O:20]. The catalyst is C(#N)C.CCOC(C)=O. The product is [CH2:22]([O:21][C:19](=[O:20])[C:18]([O:7][C:8]1[CH:9]=[C:10]2[C:14](=[CH:15][CH:16]=1)[NH:13][CH:12]=[CH:11]2)([CH3:25])[CH3:24])[CH3:23]. The yield is 0.800.